The task is: Predict the product of the given reaction.. This data is from Forward reaction prediction with 1.9M reactions from USPTO patents (1976-2016). (1) Given the reactants [C:1]([O:5][C:6]([N:8]1[C:16]2[C:11](=[CH:12][CH:13]=[C:14]([N+:17]([O-])=O)[CH:15]=2)[C:10]([N:20]([C:29]([O:31][C:32]([CH3:35])([CH3:34])[CH3:33])=[O:30])[CH2:21][CH2:22][N:23]2[CH2:28][CH2:27][CH2:26][CH2:25][CH2:24]2)=[N:9]1)=[O:7])([CH3:4])([CH3:3])[CH3:2], predict the reaction product. The product is: [C:1]([O:5][C:6]([N:8]1[C:16]2[C:11](=[CH:12][CH:13]=[C:14]([NH2:17])[CH:15]=2)[C:10]([N:20]([C:29]([O:31][C:32]([CH3:35])([CH3:34])[CH3:33])=[O:30])[CH2:21][CH2:22][N:23]2[CH2:24][CH2:25][CH2:26][CH2:27][CH2:28]2)=[N:9]1)=[O:7])([CH3:4])([CH3:3])[CH3:2]. (2) Given the reactants [Br:1][C:2]1[CH:7]=[CH:6][C:5]([CH3:8])=[CH:4][C:3]=1[F:9].N(C(C)(C)C#N)=NC(C)(C)C#N.[Br:22]N1C(=O)CCC1=O, predict the reaction product. The product is: [Br:1][C:2]1[CH:7]=[CH:6][C:5]([CH2:8][Br:22])=[CH:4][C:3]=1[F:9]. (3) Given the reactants I[C:2]1[C:11]2[C:6](=[C:7]([O:12][CH3:13])[CH:8]=[CH:9][CH:10]=2)[N:5]=[C:4]([C:14]2[N:18]3[CH:19]=[CH:20][C:21]([O:23][CH2:24][CH2:25][O:26][CH3:27])=[CH:22][C:17]3=[N:16][CH:15]=2)[CH:3]=1.O1C=C[CH:30]=[C:29]1P(C1OC=CC=1)C1OC=CC=1.C([Sn](CCCC)(CCCC)C=C)CCC, predict the reaction product. The product is: [CH3:13][O:12][C:7]1[CH:8]=[CH:9][CH:10]=[C:11]2[C:6]=1[N:5]=[C:4]([C:14]1[N:18]3[CH:19]=[CH:20][C:21]([O:23][CH2:24][CH2:25][O:26][CH3:27])=[CH:22][C:17]3=[N:16][CH:15]=1)[CH:3]=[C:2]2[CH:29]=[CH2:30]. (4) Given the reactants [Cl:1][C:2]1[CH:3]=[C:4]([CH:9]=[CH:10][N:11]=1)[C:5](OC)=[O:6].[OH-].[NH4+:13], predict the reaction product. The product is: [Cl:1][C:2]1[CH:3]=[C:4]([CH:9]=[CH:10][N:11]=1)[C:5]([NH2:13])=[O:6]. (5) Given the reactants [Cl:1][C:2]1[CH:7]=[CH:6][CH:5]=[CH:4][C:3]=1[CH2:8][C:9](=[O:11])[CH3:10].C1C=C[NH+]=CC=1.[O-:18][Cr](Cl)(=O)=O, predict the reaction product. The product is: [Cl:1][C:2]1[CH:7]=[CH:6][CH:5]=[CH:4][C:3]=1[C:8](=[O:18])[C:9](=[O:11])[CH3:10]. (6) Given the reactants Cl[C:2]1[CH:7]=[CH:6][N:5]=[C:4]([NH:8][C:9]2[CH:14]=[C:13]([N:15]3[CH2:20][CH2:19][O:18][CH2:17][CH2:16]3)[CH:12]=[C:11]([N:21]3[CH2:26][CH2:25][O:24][CH2:23][CH2:22]3)[CH:10]=2)[N:3]=1.[CH3:27][NH2:28], predict the reaction product. The product is: [N:21]1([C:11]2[CH:10]=[C:9]([NH:8][C:4]3[N:3]=[C:2]([NH:28][CH3:27])[CH:7]=[CH:6][N:5]=3)[CH:14]=[C:13]([N:15]3[CH2:20][CH2:19][O:18][CH2:17][CH2:16]3)[CH:12]=2)[CH2:26][CH2:25][O:24][CH2:23][CH2:22]1.